From a dataset of Serine/threonine kinase 33 screen with 319,792 compounds. Binary Classification. Given a drug SMILES string, predict its activity (active/inactive) in a high-throughput screening assay against a specified biological target. The compound is o1c2c(cc(c1=O)C(=O)C)ccc(OC)c2. The result is 0 (inactive).